The task is: Predict the reactants needed to synthesize the given product.. This data is from Full USPTO retrosynthesis dataset with 1.9M reactions from patents (1976-2016). Given the product [CH3:18][S:19]([O:10][CH2:9][CH2:8][C:7]#[C:6][C:2]1[S:1][CH:5]=[CH:4][CH:3]=1)(=[O:21])=[O:20], predict the reactants needed to synthesize it. The reactants are: [S:1]1[CH:5]=[CH:4][CH:3]=[C:2]1[C:6]#[C:7][CH2:8][CH2:9][OH:10].C(N(CC)CC)C.[CH3:18][S:19](Cl)(=[O:21])=[O:20].